Dataset: Reaction yield outcomes from USPTO patents with 853,638 reactions. Task: Predict the reaction yield, written as a fraction of the theoretical maximum amount of product (1.0 means a 100% yield; for example, 0.34 means a 34% yield). (1) The reactants are [CH2:1]([C:5]1[N:6]=[C:7]([CH:27]([CH3:29])[CH3:28])[NH:8][C:9](=[O:26])[C:10]=1[CH2:11][C:12]1[CH:17]=[CH:16][C:15]([C:18]2[C:19]([C:24]#[N:25])=[CH:20][CH:21]=[CH:22][CH:23]=2)=[CH:14][CH:13]=1)[CH2:2][CH2:3][CH3:4].[O:30]1[C:34]2[CH:35]=[CH:36][C:37](B(O)O)=[CH:38][C:33]=2[CH2:32][CH2:31]1.N1C=CC=CC=1.C(N(CC)CC)C. The catalyst is C(OCC)(=O)C.C([O-])(=O)C.[Cu+2].C([O-])(=O)C.ClCCl. The product is [CH2:1]([C:5]1[N:6]=[C:7]([CH:27]([CH3:28])[CH3:29])[N:8]([C:37]2[CH:36]=[CH:35][C:34]3[O:30][CH2:31][CH2:32][C:33]=3[CH:38]=2)[C:9](=[O:26])[C:10]=1[CH2:11][C:12]1[CH:17]=[CH:16][C:15]([C:18]2[C:19]([C:24]#[N:25])=[CH:20][CH:21]=[CH:22][CH:23]=2)=[CH:14][CH:13]=1)[CH2:2][CH2:3][CH3:4]. The yield is 0.790. (2) The reactants are [C:1]([O:8][C:9]([O:11][C:12]([CH3:15])([CH3:14])[CH3:13])=[O:10])(OC(C)(C)C)=O.OC1[C:25]([C:26]([F:29])([F:28])[F:27])=[CH:24][CH:23]=[C:22]([CH3:30])[C:18]=1[C:19]([OH:21])=[O:20]. The catalyst is C(O)(C)(C)C.O1CCCC1. The product is [C:12]([O:11][C:9]([O:8][C:1]1[C:25]([C:26]([F:27])([F:28])[F:29])=[CH:24][CH:23]=[C:22]([CH3:30])[C:18]=1[C:19]([O:21][C:12]([CH3:15])([CH3:14])[CH3:13])=[O:20])=[O:10])([CH3:13])([CH3:14])[CH3:15]. The yield is 0.870. (3) The reactants are F[C:2]1[N:7]=[C:6]([NH2:8])[CH:5]=[CH:4][CH:3]=1.[CH3:9][CH:10]1[CH2:15][CH:14]([CH3:16])[CH2:13][NH:12][CH2:11]1. The catalyst is O. The product is [CH3:9][CH:10]1[CH2:15][CH:14]([CH3:16])[CH2:13][N:12]([C:2]2[N:7]=[C:6]([NH2:8])[CH:5]=[CH:4][CH:3]=2)[CH2:11]1. The yield is 0.830. (4) The reactants are F[C:2]1[C:7]([F:8])=[CH:6][C:5]([C:9]2[O:10][C:11]([C:14]3[C:15]([C:20]4[CH:25]=[CH:24][CH:23]=[CH:22][CH:21]=4)=[N:16][O:17][C:18]=3[CH3:19])=[N:12][N:13]=2)=[C:4]([O:26][CH3:27])[CH:3]=1.[CH3:28][S:29][CH2:30][CH2:31][NH2:32]. No catalyst specified. The product is [F:8][C:7]1[CH:6]=[C:5]([C:9]2[O:10][C:11]([C:14]3[C:15]([C:20]4[CH:21]=[CH:22][CH:23]=[CH:24][CH:25]=4)=[N:16][O:17][C:18]=3[CH3:19])=[N:12][N:13]=2)[C:4]([O:26][CH3:27])=[CH:3][C:2]=1[NH:32][CH2:31][CH2:30][S:29][CH3:28]. The yield is 0.760. (5) The reactants are [F:1][C:2]1[CH:3]=[C:4]([C:9]2[CH:10]=[C:11]([CH3:34])[C:12]([CH3:33])=[C:13]([CH2:15][NH:16][C:17]3[C:18]([F:32])=[C:19]([CH:28]=[CH:29][C:30]=3[F:31])[O:20][CH2:21][C:22]([O:24]C(C)C)=[O:23])[CH:14]=2)[CH:5]=[CH:6][C:7]=1[F:8].[Li+].[OH-]. The catalyst is C1COCC1.CO. The product is [F:1][C:2]1[CH:3]=[C:4]([C:9]2[CH:10]=[C:11]([CH3:34])[C:12]([CH3:33])=[C:13]([CH2:15][NH:16][C:17]3[C:18]([F:32])=[C:19]([CH:28]=[CH:29][C:30]=3[F:31])[O:20][CH2:21][C:22]([OH:24])=[O:23])[CH:14]=2)[CH:5]=[CH:6][C:7]=1[F:8]. The yield is 0.990. (6) The reactants are [NH2:1][C:2]1[CH:3]=[CH:4][C:5]([OH:12])=[C:6]([CH:11]=1)[C:7]([O:9][CH3:10])=[O:8].[CH2:13]1[C@@H:17]([CH2:18][CH2:19][CH2:20][CH2:21][C:22](O)=[O:23])[S:16][S:15][CH2:14]1.C(Cl)CCl. The catalyst is CN(C=O)C.CCOC(C)=O. The product is [S:15]1[CH2:14][CH2:13][C@H:17]([CH2:18][CH2:19][CH2:20][CH2:21][C:22]([NH:1][C:2]2[CH:3]=[CH:4][C:5]([OH:12])=[C:6]([CH:11]=2)[C:7]([O:9][CH3:10])=[O:8])=[O:23])[S:16]1. The yield is 0.610. (7) The reactants are [NH:1]1[CH2:6][CH2:5][O:4][CH2:3][CH2:2]1.F[C:8]1[CH:13]=[C:12]([N+:14]([O-:16])=[O:15])[CH:11]=[C:10]([S:17]([CH3:20])(=[O:19])=[O:18])[CH:9]=1.O. The catalyst is CS(C)=O. The product is [CH3:20][S:17]([C:10]1[CH:9]=[C:8]([N:1]2[CH2:6][CH2:5][O:4][CH2:3][CH2:2]2)[CH:13]=[C:12]([N+:14]([O-:16])=[O:15])[CH:11]=1)(=[O:19])=[O:18]. The yield is 0.850.